Dataset: Peptide-MHC class I binding affinity with 185,985 pairs from IEDB/IMGT. Task: Regression. Given a peptide amino acid sequence and an MHC pseudo amino acid sequence, predict their binding affinity value. This is MHC class I binding data. (1) The peptide sequence is SCINRCFYV. The MHC is HLA-A02:02 with pseudo-sequence HLA-A02:02. The binding affinity (normalized) is 0.381. (2) The peptide sequence is DHVSTLLTWH. The MHC is HLA-A31:01 with pseudo-sequence HLA-A31:01. The binding affinity (normalized) is 0.163. (3) The peptide sequence is ATVAYFNMVY. The MHC is HLA-A33:01 with pseudo-sequence HLA-A33:01. The binding affinity (normalized) is 0. (4) The peptide sequence is TVGMLIYSM. The MHC is HLA-A02:01 with pseudo-sequence HLA-A02:01. The binding affinity (normalized) is 0.381. (5) The binding affinity (normalized) is 0.349. The peptide sequence is KPFNNILNLI. The MHC is HLA-B07:02 with pseudo-sequence HLA-B07:02. (6) The peptide sequence is SMFSTVATI. The MHC is HLA-A68:02 with pseudo-sequence HLA-A68:02. The binding affinity (normalized) is 0.0798. (7) The peptide sequence is WTALMFAAY. The MHC is HLA-A80:01 with pseudo-sequence HLA-A80:01. The binding affinity (normalized) is 0.368.